Dataset: Forward reaction prediction with 1.9M reactions from USPTO patents (1976-2016). Task: Predict the product of the given reaction. (1) Given the reactants [CH3:1][C:2]1[CH:3]=[C:4](O)[C:5]2[C:6](=[C:8]([C:12]3[CH:17]=[CH:16][C:15]([Cl:18])=[CH:14][C:13]=3[Cl:19])[N:9]([CH3:11])[N:10]=2)[N:7]=1.P(Cl)(Cl)([Cl:23])=O, predict the reaction product. The product is: [CH3:1][C:2]1[CH:3]=[C:4]([Cl:23])[C:5]2[C:6](=[C:8]([C:12]3[CH:17]=[CH:16][C:15]([Cl:18])=[CH:14][C:13]=3[Cl:19])[N:9]([CH3:11])[N:10]=2)[N:7]=1. (2) The product is: [CH2:1]([C:3]1[C:4]([OH:10])=[CH:5][C:6]([OH:9])=[C:7]([C:22](=[O:30])[CH2:21][C:12]2[CH:13]=[CH:14][C:15]3[C:20](=[CH:19][CH:18]=[CH:17][CH:16]=3)[CH:11]=2)[CH:8]=1)[CH3:2]. Given the reactants [CH2:1]([C:3]1[CH:8]=[CH:7][C:6]([OH:9])=[CH:5][C:4]=1[OH:10])[CH3:2].[CH:11]1[C:20]2[C:15](=[CH:16][CH:17]=[CH:18][CH:19]=2)[CH:14]=[CH:13][C:12]=1[CH2:21][C:22]#N.B(F)(F)F.CC[O:30]CC, predict the reaction product. (3) Given the reactants Cl[C:2]1[C:7]([C:8]2[CH:9]=[C:10]([CH:14]([OH:20])[C:15]([N:17]([CH3:19])[CH3:18])=[O:16])[CH:11]=[N:12][CH:13]=2)=[CH:6][N:5]=[C:4]2[N:21](COCC[Si](C)(C)C)[CH:22]=[C:23]([C:24]3[CH:29]=[CH:28][CH:27]=[CH:26][C:25]=3[O:30][CH3:31])[C:3]=12.[CH3:40][NH:41][CH3:42].F[P-](F)(F)(F)(F)F.N1(OC(N(C)C)=[N+](C)C)C2N=CC=CC=2N=N1.Cl.CNC.C(N(CC)C(C)C)(C)C, predict the reaction product. The product is: [CH3:40][N:41]([CH3:42])[C:2]1[C:7]([C:8]2[CH:9]=[C:10]([CH:14]([OH:20])[C:15]([N:17]([CH3:18])[CH3:19])=[O:16])[CH:11]=[N:12][CH:13]=2)=[CH:6][N:5]=[C:4]2[NH:21][CH:22]=[C:23]([C:24]3[CH:29]=[CH:28][CH:27]=[CH:26][C:25]=3[O:30][CH3:31])[C:3]=12. (4) Given the reactants [Br:1][C:2]1[CH:10]=[C:9]2[C:5]([CH2:6][CH2:7][NH:8]2)=[CH:4][CH:3]=1.Br[CH2:12][C:13]1[CH:18]=[CH:17][CH:16]=[C:15]([F:19])[CH:14]=1.C(=O)([O-])[O-].[Cs+].[Cs+], predict the reaction product. The product is: [Br:1][C:2]1[CH:10]=[C:9]2[C:5]([CH2:6][CH2:7][N:8]2[CH2:12][C:13]2[CH:18]=[CH:17][CH:16]=[C:15]([F:19])[CH:14]=2)=[CH:4][CH:3]=1. (5) Given the reactants CC1(C)C2C(=C(P(C3C=CC=CC=3)C3C=CC=CC=3)C=CC=2)OC2C(P(C3C=CC=CC=3)C3C=CC=CC=3)=CC=CC1=2.C(=O)([O-])[O-].[Cs+].[Cs+].Cl[C:50]1[N:55]=[CH:54][C:53]([N:56]2[CH2:61][CH2:60][N:59]([CH2:62][C:63]([CH3:66])([OH:65])[CH3:64])[CH2:58][CH2:57]2)=[CH:52][CH:51]=1.[CH:67]1([N:72]2[C:76]3[N:77]=[C:78]([NH2:81])[N:79]=[CH:80][C:75]=3[C:74]3[CH:82]=[CH:83][N:84]=[C:85]([F:86])[C:73]2=3)[CH2:71][CH2:70][CH2:69][CH2:68]1, predict the reaction product. The product is: [NH3:55].[CH:67]1([N:72]2[C:76]3[N:77]=[C:78]([NH:81][C:50]4[N:55]=[CH:54][C:53]([N:56]5[CH2:61][CH2:60][N:59]([CH2:62][C:63]([CH3:66])([OH:65])[CH3:64])[CH2:58][CH2:57]5)=[CH:52][CH:51]=4)[N:79]=[CH:80][C:75]=3[C:74]3[CH:82]=[CH:83][N:84]=[C:85]([F:86])[C:73]2=3)[CH2:68][CH2:69][CH2:70][CH2:71]1. (6) Given the reactants CC1C=CC(S(O[CH2:12][C@H:13]([C@H:15]2[O:24][C@@H:18]3[O:19][C:20]([CH3:23])([CH3:22])[O:21][C@@H:17]3[CH2:16]2)[OH:14])(=O)=O)=CC=1.C[Si]([N-][Si](C)(C)C)(C)C.[K+].[NH4+].[Cl-], predict the reaction product. The product is: [CH3:22][C:20]1([CH3:23])[O:19][C@H:18]2[O:24][C@H:15]([C@H:13]3[CH2:12][O:14]3)[CH2:16][C@H:17]2[O:21]1. (7) Given the reactants Br[C:2]1[CH:7]=[CH:6][C:5]([C:8]2[NH:12][C:11]3[CH:13]=[C:14]([S:17]([CH3:20])(=[O:19])=[O:18])[CH:15]=[CH:16][C:10]=3[N:9]=2)=[CH:4][CH:3]=1.[OH:21][C:22]1[CH:23]=[C:24](B(O)O)[CH:25]=[CH:26][CH:27]=1, predict the reaction product. The product is: [CH3:20][S:17]([C:14]1[CH:15]=[CH:16][C:10]2[N:9]=[C:8]([C:5]3[CH:6]=[CH:7][C:2]([C:26]4[CH:25]=[CH:24][CH:23]=[C:22]([OH:21])[CH:27]=4)=[CH:3][CH:4]=3)[NH:12][C:11]=2[CH:13]=1)(=[O:19])=[O:18]. (8) Given the reactants [F:1][C:2]1[CH:10]=[C:9]([I:11])[CH:8]=[CH:7][C:3]=1[C:4]([OH:6])=O.Cl.[CH:13]1([C:16]2[C:17]([N:23]3[CH2:28][CH2:27][NH:26][CH2:25][CH2:24]3)=[N:18][CH:19]=[C:20]([CH3:22])[CH:21]=2)[CH2:15][CH2:14]1, predict the reaction product. The product is: [CH:13]1([C:16]2[C:17]([N:23]3[CH2:28][CH2:27][N:26]([C:4]([C:3]4[CH:7]=[CH:8][C:9]([I:11])=[CH:10][C:2]=4[F:1])=[O:6])[CH2:25][CH2:24]3)=[N:18][CH:19]=[C:20]([CH3:22])[CH:21]=2)[CH2:14][CH2:15]1. (9) Given the reactants [NH2:1][C:2]1[S:3][C:4]2[CH:10]=[C:9]([OH:11])[CH:8]=[CH:7][C:5]=2[N:6]=1.[CH:12]1([C:15]([OH:17])=O)[CH2:14][CH2:13]1.C(N(CC)[CH:22]([CH3:24])[CH3:23])(C)C.CN([C:30]([O:34]N1N=NC2C=CC=CC1=2)=[N+](C)C)C.F[P-](F)(F)(F)(F)F, predict the reaction product. The product is: [CH:12]1([C:15]([NH:1][C:2]2[S:3][C:4]3[CH:10]=[C:9]([O:11][C:30]([CH:22]4[CH2:24][CH2:23]4)=[O:34])[CH:8]=[CH:7][C:5]=3[N:6]=2)=[O:17])[CH2:14][CH2:13]1. (10) Given the reactants BrC1C=CC2[C:6](=O)[C:7]3C=C(F)C=C[C:8]=3[O:9][CH2:10]C=2C=1.Br[C:20]1[CH:39]=[CH:38][C:23]2/[C:24](=[C:34](/[CH3:37])\[C:35]#[N:36])/[C:25]3[CH:32]=[C:31]([F:33])[CH:30]=[CH:29][C:26]=3[O:27][CH2:28][C:22]=2[CH:21]=1.BrC1C=CC2/C(=C(\C)/C#N)/C3C=C(F)C=CC=3[O:48]CC=2C=1.BrC1C=CC2/C(=C3/C(CC#N)C/3)/C3C=CC=CC=3OCC=2C=1, predict the reaction product. The product is: [C:35](/[C:34](=[C:24]1/[C:25]2[CH:32]=[C:31]([F:33])[CH:30]=[CH:29][C:26]=2[O:27][CH2:28][C:22]2[CH:21]=[C:20]([C:10]([O:9][CH2:8][CH2:7][CH3:6])=[O:48])[CH:39]=[CH:38][C:23]/1=2)/[CH3:37])#[N:36].